From a dataset of Full USPTO retrosynthesis dataset with 1.9M reactions from patents (1976-2016). Predict the reactants needed to synthesize the given product. (1) Given the product [C:1]([N:3]1[CH:11]=[C:10]2[C:5]([CH:6]=[CH:7][CH:8]=[CH:9]2)=[C:4]1[C:12]1[CH:18]=[CH:17][C:15]([N:16]=[C:32]=[S:33])=[CH:14][CH:13]=1)#[N:2], predict the reactants needed to synthesize it. The reactants are: [C:1]([N:3]1[CH:11]=[C:10]2[C:5]([CH:6]=[CH:7][CH:8]=[CH:9]2)=[C:4]1[C:12]1[CH:18]=[CH:17][C:15]([NH2:16])=[CH:14][CH:13]=1)#[N:2].C1C=CC=CC=1.C(N(CC)CC)C.[C:32](Cl)(Cl)=[S:33]. (2) Given the product [Cl:1][C:2]1[C:10]2[CH2:9][O:8][C:7](=[O:11])[C:6]=2[CH:5]=[CH:4][C:3]=1[CH:12]1[CH2:13][O:22]1, predict the reactants needed to synthesize it. The reactants are: [Cl:1][C:2]1[C:10]2[CH2:9][O:8][C:7](=[O:11])[C:6]=2[CH:5]=[CH:4][C:3]=1[CH:12]=[CH2:13].C1C=C(Cl)C=C(C(OO)=[O:22])C=1. (3) Given the product [F:1][C:2](=[C:16]([F:17])[F:18])[CH2:3][CH2:4][S:5]([C:7]1[S:8][C:9]2[CH:14]=[CH:13][N:12]=[CH:11][C:10]=2[N:15]=1)(=[O:27])=[O:6], predict the reactants needed to synthesize it. The reactants are: [F:1][C:2](=[C:16]([F:18])[F:17])[CH2:3][CH2:4][S:5]([C:7]1[S:8][C:9]2[CH:14]=[CH:13][N:12]=[CH:11][C:10]=2[N:15]=1)=[O:6].ClC1C=CC=C(C(OO)=[O:27])C=1. (4) Given the product [OH:1][C:2]1[CH:3]=[C:4]([CH:9]=[CH:10][C:11]=1[C:18]#[C:17][Si:14]([CH3:16])([CH3:15])[CH3:13])[C:5]([O:7][CH3:8])=[O:6], predict the reactants needed to synthesize it. The reactants are: [OH:1][C:2]1[CH:3]=[C:4]([CH:9]=[CH:10][C:11]=1I)[C:5]([O:7][CH3:8])=[O:6].[CH3:13][Si:14]([C:17]#[CH:18])([CH3:16])[CH3:15].C(N(CC)CC)C. (5) The reactants are: N#N.[CH3:3][O:4][CH2:5][C:6]1[N:7]=[C:8]([CH2:11][N:12]2[N:16]=[C:15]([N+:17]([O-])=O)[CH:14]=[N:13]2)[S:9][CH:10]=1.[NH4+].[Cl-]. Given the product [CH3:3][O:4][CH2:5][C:6]1[N:7]=[C:8]([CH2:11][N:12]2[N:16]=[C:15]([NH2:17])[CH:14]=[N:13]2)[S:9][CH:10]=1, predict the reactants needed to synthesize it. (6) Given the product [OH:39][C:36]1[CH2:24][CH2:23][CH2:35][C:31](=[O:34])[C:32]=1[C:12]([C:4]1[C:3](=[O:22])[N:2]([CH3:1])[C:11]2[C:6]([CH:5]=1)=[CH:7][CH:8]=[CH:9][CH:10]=2)=[O:14], predict the reactants needed to synthesize it. The reactants are: [CH3:1][N:2]1[C:11]2[C:6](=[CH:7][CH:8]=[CH:9][CH:10]=2)[CH:5]=[C:4]([C:12]([O:14]C2CCCC(=O)C=2)=O)[C:3]1=[O:22].[CH2:23](N(CC)CC)[CH3:24].C[C:31]([CH3:35])([OH:34])[C:32]#N.[C:36](=[O:39])([O-])O.[Na+].